This data is from Reaction yield outcomes from USPTO patents with 853,638 reactions. The task is: Predict the reaction yield, written as a fraction of the theoretical maximum amount of product (1.0 means a 100% yield; for example, 0.34 means a 34% yield). (1) The reactants are Br[C:2]1[CH:7]=[CH:6][C:5]([C@@H:8]([N:10]2[CH2:15][CH2:14][C@:13]([CH2:22][C:23]([OH:26])([CH3:25])[CH3:24])([C:16]3[CH:21]=[CH:20][CH:19]=[CH:18][CH:17]=3)[O:12][C:11]2=[O:27])[CH3:9])=[CH:4][CH:3]=1.[CH3:28][C:29]1([CH3:45])[C:33]([CH3:35])([CH3:34])[O:32][B:31]([B:31]2[O:32][C:33]([CH3:35])([CH3:34])[C:29]([CH3:45])([CH3:28])[O:30]2)[O:30]1.CC([O-])=O.[K+]. The catalyst is CS(C)=O.C1C=CC(P([C]2[CH][CH][CH][CH]2)C2C=CC=CC=2)=CC=1.C1C=CC(P([C]2[CH][CH][CH][CH]2)C2C=CC=CC=2)=CC=1.Cl[Pd]Cl.[Fe]. The product is [OH:26][C:23]([CH3:25])([CH3:24])[CH2:22][C@@:13]1([C:16]2[CH:21]=[CH:20][CH:19]=[CH:18][CH:17]=2)[O:12][C:11](=[O:27])[N:10]([C@H:8]([C:5]2[CH:6]=[CH:7][C:2]([B:31]3[O:32][C:33]([CH3:35])([CH3:34])[C:29]([CH3:45])([CH3:28])[O:30]3)=[CH:3][CH:4]=2)[CH3:9])[CH2:15][CH2:14]1. The yield is 0.600. (2) The reactants are [N+:1]([O-:4])([O-])=[O:2].[K+].C[Si](Cl)(C)C.[C:11](=[O:27])([O:25][CH3:26])[O:12][C:13]1[CH:18]=[CH:17][C:16]([CH2:19][CH3:20])=[CH:15][C:14]=1[C:21]([CH3:24])([CH3:23])[CH3:22].[Al+3].[Cl-].[Cl-].[Cl-]. The catalyst is C(Cl)Cl. The product is [C:11](=[O:27])([O:25][CH3:26])[O:12][C:13]1[CH:18]=[C:17]([N+:1]([O-:4])=[O:2])[C:16]([CH2:19][CH3:20])=[CH:15][C:14]=1[C:21]([CH3:22])([CH3:23])[CH3:24]. The yield is 0.700. (3) The reactants are [NH2:1][C:2]1[CH:10]=[CH:9][C:8]([Br:11])=[CH:7][C:3]=1[C:4](O)=[O:5].[CH3:12][NH:13][CH:14]=O. No catalyst specified. The product is [Br:11][C:8]1[CH:7]=[C:3]2[C:2](=[CH:10][CH:9]=1)[N:1]=[CH:12][N:13]([CH3:14])[C:4]2=[O:5]. The yield is 0.950. (4) The reactants are [CH2:1]([O:5][C:6]1[CH:10]=[C:9]([CH3:11])[O:8][N:7]=1)[CH:2]([CH3:4])[CH3:3].[I:12]Cl.S([O-])([O-])=O.[Na+].[Na+]. The catalyst is CC(O)=O.O. The product is [I:12][C:10]1[C:6]([O:5][CH2:1][CH:2]([CH3:4])[CH3:3])=[N:7][O:8][C:9]=1[CH3:11]. The yield is 0.680. (5) The reactants are C(O[C@@H]1[C@@H](OC(=O)C)[C@H](OC(=O)C)[C@@H](O/C(/C(OCC)=O)=C\C2C=CC=CC=2[F:28])O[C@H]1COC(=O)C)(=O)C.Br[C:40]1[CH:41]=[C:42]([CH2:46][C:47](=[O:53])[C:48]([O:50][CH2:51][CH3:52])=[O:49])[CH:43]=[CH:44][CH:45]=1.[H-].[Na+].[Br-].[C:57]([O:60][C@@H:61]1[C@@H:67]([O:68][C:69](=[O:71])[CH3:70])[C@@H:66]([O:72][C:73](=[O:75])[CH3:74])[C@@H:65]([CH2:76][O:77][C:78](=[O:80])[CH3:79])[O:64][C@@H:62]1O)(=[O:59])[CH3:58]. No catalyst specified. The product is [C:73]([O:72][C@H:66]1[C@@H:67]([O:68][C:69](=[O:71])[CH3:70])[C@H:61]([O:60][C:57](=[O:59])[CH3:58])[C@@H:62]([O:53]/[C:47](/[C:48]([O:50][CH2:51][CH3:52])=[O:49])=[CH:46]\[C:42]2[CH:43]=[CH:44][CH:45]=[C:40]([F:28])[CH:41]=2)[O:64][C@H:65]1[CH2:76][O:77][C:78](=[O:80])[CH3:79])(=[O:75])[CH3:74]. The yield is 0.240. (6) The reactants are [F:1][C:2]1[CH:10]=[C:9]2[C:5]([C:6]([C:20]3[CH:21]=[N:22][NH:23][CH:24]=3)=[CH:7][N:8]2[S:11]([C:14]2[CH:19]=[CH:18][CH:17]=[CH:16][CH:15]=2)(=[O:13])=[O:12])=[CH:4][CH:3]=1.[CH:25]([S:27]([CH3:30])(=[O:29])=[O:28])=[CH2:26].CCN(CC)CC. The catalyst is CO. The product is [F:1][C:2]1[CH:10]=[C:9]2[C:5]([C:6]([C:20]3[CH:24]=[N:23][N:22]([CH2:26][CH2:25][S:27]([CH3:30])(=[O:29])=[O:28])[CH:21]=3)=[CH:7][N:8]2[S:11]([C:14]2[CH:15]=[CH:16][CH:17]=[CH:18][CH:19]=2)(=[O:12])=[O:13])=[CH:4][CH:3]=1. The yield is 0.580. (7) The reactants are [OH:1][CH2:2][C:3]1[CH:18]=[CH:17][C:6]2[O:7][C:8]3[CH:16]=[CH:15][CH:14]=[CH:13][C:9]=3[C:10](=[O:12])[NH:11][C:5]=2[CH:4]=1.C[N+]1([O-])CCOCC1. The catalyst is C(#N)C.C(OCC)(=O)C.[Ru]([O-])(=O)(=O)=O.C([N+](CCC)(CCC)CCC)CC. The product is [O:12]=[C:10]1[C:9]2[CH:13]=[CH:14][CH:15]=[CH:16][C:8]=2[O:7][C:6]2[CH:17]=[CH:18][C:3]([CH:2]=[O:1])=[CH:4][C:5]=2[NH:11]1. The yield is 0.830. (8) The reactants are [F:1][C:2]1[CH:3]=[C:4]([NH2:8])[CH:5]=[CH:6][CH:7]=1.C(=O)([O-])[O-].[K+].[K+].O.Cl[C:17]([O:19][CH2:20][C:21]1[CH:26]=[CH:25][CH:24]=[CH:23][CH:22]=1)=[O:18]. The catalyst is O1CCCC1.C(OCC)(=O)C. The yield is 0.950. The product is [CH2:20]([O:19][C:17](=[O:18])[NH:8][C:4]1[CH:5]=[CH:6][CH:7]=[C:2]([F:1])[CH:3]=1)[C:21]1[CH:26]=[CH:25][CH:24]=[CH:23][CH:22]=1. (9) The reactants are C(OP([CH2:9][C:10]([O:12][CH2:13][CH3:14])=[O:11])(OCC)=O)C.[H-].[Na+].[Cl:17][C:18]1[C:19]([CH2:28][N:29]2[C:33]([CH:34]=O)=[CH:32][C:31]([O:36][CH:37]([CH3:39])[CH3:38])=[N:30]2)=[N:20][CH:21]=[C:22]([C:24]([F:27])([F:26])[F:25])[CH:23]=1.[Cl-].[NH4+]. The catalyst is CN(C)C=O.O1CCCC1. The product is [Cl:17][C:18]1[C:19]([CH2:28][N:29]2[C:33](/[CH:34]=[CH:9]/[C:10]([O:12][CH2:13][CH3:14])=[O:11])=[CH:32][C:31]([O:36][CH:37]([CH3:39])[CH3:38])=[N:30]2)=[N:20][CH:21]=[C:22]([C:24]([F:27])([F:25])[F:26])[CH:23]=1. The yield is 0.830.